This data is from Forward reaction prediction with 1.9M reactions from USPTO patents (1976-2016). The task is: Predict the product of the given reaction. (1) Given the reactants [F:1][C:2]([F:38])([F:37])[C:3]1[CH:4]=[C:5]([C@H:13]([O:15][C@@H:16]2[C@@H:23]([C:24]3[CH:29]=[CH:28][C:27]([F:30])=[CH:26][CH:25]=3)[C@H:22]3[N:18]([C:19](=[O:36])[C:20]([CH3:35])([C:31](OC)=[O:32])[CH2:21]3)[CH2:17]2)[CH3:14])[CH:6]=[C:7]([C:9]([F:12])([F:11])[F:10])[CH:8]=1.CC(C[AlH]CC(C)C)C, predict the reaction product. The product is: [F:38][C:2]([F:1])([F:37])[C:3]1[CH:4]=[C:5]([C@H:13]([O:15][C@@H:16]2[C@@H:23]([C:24]3[CH:29]=[CH:28][C:27]([F:30])=[CH:26][CH:25]=3)[C@H:22]3[N:18]([C:19](=[O:36])[C:20]([CH2:31][OH:32])([CH3:35])[CH2:21]3)[CH2:17]2)[CH3:14])[CH:6]=[C:7]([C:9]([F:11])([F:12])[F:10])[CH:8]=1. (2) Given the reactants [NH2:1][C:2]1[CH:9]=[CH:8][C:5]([CH2:6][NH2:7])=[CH:4][CH:3]=1.Cl.[NH:11]([C:18]1[C:23]([Br:24])=[CH:22][N:21]=[C:20](Cl)[N:19]=1)[C:12]1[CH:17]=[CH:16][CH:15]=[CH:14][CH:13]=1, predict the reaction product. The product is: [NH:11]([C:18]1[C:23]([Br:24])=[CH:22][N:21]=[C:20]([NH:1][C:2]2[CH:9]=[CH:8][C:5]([CH2:6][NH2:7])=[CH:4][CH:3]=2)[N:19]=1)[C:12]1[CH:17]=[CH:16][CH:15]=[CH:14][CH:13]=1. (3) Given the reactants [Cl:1][C:2]1[CH:3]=[C:4]([CH:11]=O)[C:5]([CH:9]=O)=[CH:6][C:7]=1[Cl:8].[C:13]1(=[O:20])[CH2:18][CH2:17][C:16](=[O:19])[CH2:15][CH2:14]1.[OH-].[K+], predict the reaction product. The product is: [Cl:1][C:2]1[C:7]([Cl:8])=[CH:6][C:5]2[C:4](=[CH:11][C:18]3[C:13](=[O:20])[C:14]4[C:15]([C:16](=[O:19])[C:17]=3[CH:9]=2)=[CH:11][C:4]2[C:5](=[CH:6][C:7]([Cl:8])=[C:2]([Cl:1])[CH:3]=2)[CH:9]=4)[CH:3]=1.